This data is from Experimentally validated miRNA-target interactions with 360,000+ pairs, plus equal number of negative samples. The task is: Binary Classification. Given a miRNA mature sequence and a target amino acid sequence, predict their likelihood of interaction. (1) Result: 0 (no interaction). The miRNA is hsa-miR-186-3p with sequence GCCCAAAGGUGAAUUUUUUGGG. The protein sequence of the target gene is MVLVHVGYLVLPVFGSVRNRGAPFQRSQHPHATSCRHFHLGPPQPQQLAPDFPLAHPVQSQPGLSAHMAPAHQHSGTLHQSLTPLPTLQFQDVTGPSFLPQALHQQYLLQQQLLEAQHRRLVSHPRRNQDRVSVHPHRLHPSFDFGHQLQTPQPRYLAEGTDWDLSVDAGLSPAQFQVRPIPQHYQHYLATPRMHHFPRNSSSTQMVVHEIRNYPYPQLHFLALQGLNPSRHTSAVRESYEELLQLEDRLGNVTRGAVQNTIERFTFPHKYKKRRPQDSKGKKDEGEESDTDEKCTICLS.... (2) The miRNA is cel-miR-1819-3p with sequence UGGAAUGAUUGAGCUUGAUGGA. The protein sequence of the target gene is MGLHGDGGSPAAGAGPWRSGALRGSVAVFASVAAVFTLTLPRSLPGGDSGELITAAHELGVAHPPGYPLFTLLASLTITLFPFGSVAYRVNLLCGLFGAVAASLLFYTVFRLSGSHAGGILAAGVFSFSRLTWQWSIAAEVFSLNNLFVGLLMALTVRFEEATAAKERSKIAAIGAFSCGLSLCNQHTIVLYILCIIPWILFRLLKEKELTLSLLLRLTLAFSAGLLPYVYLPVSSYLSRARWTWGDQTTLRGFLTHFFREEYGTFSLAKSEVGSSVSTVLLSQVINMKTELSFNIQALA.... Result: 0 (no interaction). (3) The miRNA is hsa-miR-6783-5p with sequence UAGGGGAAAAGUCCUGAUCCGG. The protein sequence of the target gene is MEASRRFPEAEALSPEQAAHYLRYVKEAKEATKNGDLEEAFKLFNLAKDIFPNEKVLSRIQKIQEALEELAEQGDDEFTDVCNSGLLLYRELHNQLFEHQKEGIAFLYSLYRDGRKGGILADDMGLGKTVQIIAFLSGMFDASLVNHVLLIMPTNLINTWVKEFIKWTPGMRVKTFHGPSKDERTRNLNRIQQRNGVIITTYQMLINNWQQLSSFRGQEFVWDYVILDEAHKIKTSSTKSAICARAIPASNRLLLTGTPIQNNLQELWSLFDFACQGSLLGTLKTFKMEYENPITRAREK.... Result: 0 (no interaction). (4) The miRNA is hsa-miR-6840-5p with sequence ACCCCCGGGCAAAGACCUGCAGAU. The protein sequence of the target gene is MNWHLPLFLLASVTLPSICSHFNPLSLEELGSNTGIQVFNQIVKSRPHDNIVISPHGIASVLGMLQLGADGRTKKQLAMVMRYGVNGVGKILKKINKAIVSKKNKDIVTVANAVFVKNASEIEVPFVTRNKDVFQCEVRNVNFEDPASACDSINAWVKNETRDMIDNLLSPDLIDGVLTRLVLVNAVYFKGLWKSRFQPENTKKRTFVAADGKSYQVPMLAQLSVFRCGSTSAPNDLWYNFIELPYHGESISMLIALPTESSTPLSAIIPHISTKTIDSWMSIMVPKRVQVILPKFTAVA.... Result: 0 (no interaction).